Predict the reaction yield, written as a fraction of the theoretical maximum amount of product (1.0 means a 100% yield; for example, 0.34 means a 34% yield). From a dataset of Reaction yield outcomes from USPTO patents with 853,638 reactions. (1) The reactants are [CH3:1][N:2]([CH3:36])[N:3]1[CH2:8][CH2:7][CH:6]([N:9]([CH2:34][CH3:35])[C:10]2[C:25]3[CH2:24][CH:23]=[CH:22][CH2:21][CH2:20][C:19]4[CH:26]=[C:27]([CH3:32])[N:28]=[C:29]([O:30]C)[C:18]=4[CH2:17][NH:16][C:15](=[O:33])[C:14]=3[CH:13]=[CH:12][CH:11]=2)[CH2:5][CH2:4]1.Cl. The catalyst is CO. The product is [CH3:36][N:2]([CH3:1])[N:3]1[CH2:4][CH2:5][CH:6]([N:9]([CH2:34][CH3:35])[C:10]2[C:25]3[CH2:24][CH:23]=[CH:22][CH2:21][CH2:20][C:19]4[CH:26]=[C:27]([CH3:32])[NH:28][C:29](=[O:30])[C:18]=4[CH2:17][NH:16][C:15](=[O:33])[C:14]=3[CH:13]=[CH:12][CH:11]=2)[CH2:7][CH2:8]1. The yield is 0.890. (2) The reactants are [NH2:1][C:2]1[CH:7]=[CH:6][C:5]([C:8]2[CH:16]=[C:15]3[C:11]([CH2:12][N:13]([C@@H:18]([CH:23]([CH3:25])[CH3:24])[C:19]([O:21][CH3:22])=[O:20])[C:14]3=[O:17])=[CH:10][CH:9]=2)=[CH:4][CH:3]=1.CC(C)[C@@H](N1CC2C(=CC(C3C=CC([N+]([O-])=O)=CC=3)=CC=2)C1=O)C(OC)=O. No catalyst specified. The product is [NH2:1][C:2]1[CH:3]=[CH:4][C:5]([C:8]2[CH:16]=[C:15]3[C:11]([CH2:12][N:13]([C@H:18]([CH:23]([CH3:25])[CH3:24])[C:19]([O:21][CH3:22])=[O:20])[C:14]3=[O:17])=[CH:10][CH:9]=2)=[CH:6][CH:7]=1. The yield is 0.770.